Dataset: Forward reaction prediction with 1.9M reactions from USPTO patents (1976-2016). Task: Predict the product of the given reaction. (1) Given the reactants Br[C:2]1[CH:8]=[CH:7][C:5]([NH2:6])=[CH:4][CH:3]=1.[Cl:9][C:10]1[CH:15]=[CH:14][CH:13]=[CH:12][C:11]=1B(O)O, predict the reaction product. The product is: [Cl:9][C:10]1[CH:15]=[CH:14][CH:13]=[CH:12][C:11]=1[C:2]1[CH:8]=[CH:7][C:5]([NH2:6])=[CH:4][CH:3]=1. (2) Given the reactants N([C:9]([O:11][C:12]([CH3:15])([CH3:14])[CH3:13])=[O:10])[C:9]([O:11][C:12]([CH3:15])([CH3:14])[CH3:13])=[O:10].[CH3:16][C:17]([O-:20])([CH3:19])[CH3:18].[K+].[CH3:22][O:23][C:24](=[O:34])[C:25]1[CH:30]=[CH:29][C:28]([CH2:31]Br)=[C:27]([Br:33])[CH:26]=1.C[C:36](=[O:40])OCC.C[N:42](C=O)C, predict the reaction product. The product is: [CH3:22][O:23][C:24](=[O:34])[C:25]1[CH:30]=[C:29]([C:36]([O:20][C:17]([CH3:19])([CH3:18])[CH3:16])=[O:40])[C:28]([CH2:31][NH2:42])=[C:27]([Br:33])[C:26]=1[C:9]([O:11][C:12]([CH3:13])([CH3:14])[CH3:15])=[O:10]. (3) The product is: [C:2]([CH2:4][C:5]1[C:14]2[C:9](=[CH:10][C:11]([O:15][CH2:16][C:17]3[CH:22]=[CH:21][CH:20]=[C:19]([Cl:23])[CH:18]=3)=[CH:12][CH:13]=2)[O:8][C:7](=[O:24])[CH:6]=1)#[N:1]. Given the reactants [NH2:1][C:2]([CH2:4][C:5]1[C:14]2[C:9](=[CH:10][C:11]([O:15][CH2:16][C:17]3[CH:22]=[CH:21][CH:20]=[C:19]([Cl:23])[CH:18]=3)=[CH:12][CH:13]=2)[O:8][C:7](=[O:24])[CH:6]=1)=O.N1C=CC=CC=1.FC(F)(F)C(OC(=O)C(F)(F)F)=O, predict the reaction product. (4) Given the reactants [NH2:1][C@H:2]([C:6]1[CH:11]=[CH:10][CH:9]=[CH:8][CH:7]=1)[C:3]([OH:5])=[O:4].[Cl:12][C:13]1[CH:18]=[CH:17][C:16]([N:19]=[C:20]=[O:21])=[CH:15][CH:14]=1, predict the reaction product. The product is: [Cl:12][C:13]1[CH:18]=[CH:17][C:16]([NH:19][C:20](=[O:21])[NH:1][C@H:2]([C:6]2[CH:11]=[CH:10][CH:9]=[CH:8][CH:7]=2)[C:3]([OH:5])=[O:4])=[CH:15][CH:14]=1. (5) Given the reactants [C:1]1([C:26]2[CH:31]=[CH:30][CH:29]=[CH:28][CH:27]=2)[CH:6]=[CH:5][C:4]([CH2:7][C@H:8]([NH:11][C:12]([C@@H:14]2[CH2:18][CH2:17][CH2:16][N:15]2C(OC(C)(C)C)=O)=[O:13])[C:9]#[N:10])=[CH:3][CH:2]=1, predict the reaction product. The product is: [C:1]1([C:26]2[CH:31]=[CH:30][CH:29]=[CH:28][CH:27]=2)[CH:2]=[CH:3][C:4]([CH2:7][C@H:8]([NH:11][C:12]([C@@H:14]2[CH2:18][CH2:17][CH2:16][NH:15]2)=[O:13])[C:9]#[N:10])=[CH:5][CH:6]=1. (6) Given the reactants [N:1]1[CH:6]=[CH:5][CH:4]=[CH:3][C:2]=1[C:7]1[N:11]2[CH:12]=[CH:13][CH:14]=[N:15][C:10]2=[N:9][C:8]=1[CH:16]([NH2:18])[CH3:17].[NH2:19][C:20]1[C:25]([C:26]#[N:27])=[C:24](Cl)[N:23]=[CH:22][N:21]=1.CCN(C(C)C)C(C)C, predict the reaction product. The product is: [NH2:19][C:20]1[C:25]([C:26]#[N:27])=[C:24]([NH:18][CH:16]([C:8]2[N:9]=[C:10]3[N:15]=[CH:14][CH:13]=[CH:12][N:11]3[C:7]=2[C:2]2[CH:3]=[CH:4][CH:5]=[CH:6][N:1]=2)[CH3:17])[N:23]=[CH:22][N:21]=1. (7) Given the reactants [NH:1]1[CH2:6][CH2:5][C:4]2([O:11][C:10](=[O:12])[NH:9][C:8]3[CH:13]=[CH:14][CH:15]=[CH:16][C:7]2=3)[CH2:3][CH2:2]1.O=[C:18]1[CH2:23][CH2:22][N:21]([C:24]([O:26][C:27]([CH3:30])([CH3:29])[CH3:28])=[O:25])[CH2:20][CH2:19]1.C(O)(=O)C.C(O[BH-](OC(=O)C)OC(=O)C)(=O)C.[Na+], predict the reaction product. The product is: [O:12]=[C:10]1[NH:9][C:8]2[CH:13]=[CH:14][CH:15]=[CH:16][C:7]=2[C:4]2([CH2:3][CH2:2][N:1]([CH:18]3[CH2:23][CH2:22][N:21]([C:24]([O:26][C:27]([CH3:30])([CH3:29])[CH3:28])=[O:25])[CH2:20][CH2:19]3)[CH2:6][CH2:5]2)[O:11]1.